From a dataset of NCI-60 drug combinations with 297,098 pairs across 59 cell lines. Regression. Given two drug SMILES strings and cell line genomic features, predict the synergy score measuring deviation from expected non-interaction effect. (1) Drug 1: COC1=C(C=C2C(=C1)N=CN=C2NC3=CC(=C(C=C3)F)Cl)OCCCN4CCOCC4. Drug 2: C1CN1P(=S)(N2CC2)N3CC3. Cell line: NCI-H522. Synergy scores: CSS=40.3, Synergy_ZIP=0.257, Synergy_Bliss=0.213, Synergy_Loewe=-0.259, Synergy_HSA=4.84. (2) Drug 1: C1CCC(CC1)NC(=O)N(CCCl)N=O. Drug 2: C1CC(C1)(C(=O)O)C(=O)O.[NH2-].[NH2-].[Pt+2]. Cell line: K-562. Synergy scores: CSS=49.9, Synergy_ZIP=0.0169, Synergy_Bliss=0.482, Synergy_Loewe=-6.84, Synergy_HSA=2.49. (3) Drug 1: CN(C)C1=NC(=NC(=N1)N(C)C)N(C)C. Drug 2: C1=NC2=C(N=C(N=C2N1C3C(C(C(O3)CO)O)O)F)N. Cell line: M14. Synergy scores: CSS=3.27, Synergy_ZIP=-0.661, Synergy_Bliss=1.32, Synergy_Loewe=-6.43, Synergy_HSA=-1.98. (4) Drug 1: CN(C)N=NC1=C(NC=N1)C(=O)N. Drug 2: CCCS(=O)(=O)NC1=C(C(=C(C=C1)F)C(=O)C2=CNC3=C2C=C(C=N3)C4=CC=C(C=C4)Cl)F. Cell line: TK-10. Synergy scores: CSS=4.60, Synergy_ZIP=-2.02, Synergy_Bliss=-1.26, Synergy_Loewe=-4.38, Synergy_HSA=-2.67. (5) Drug 1: C1=CC(=CC=C1CCCC(=O)O)N(CCCl)CCCl. Drug 2: CCCCC(=O)OCC(=O)C1(CC(C2=C(C1)C(=C3C(=C2O)C(=O)C4=C(C3=O)C=CC=C4OC)O)OC5CC(C(C(O5)C)O)NC(=O)C(F)(F)F)O. Cell line: OVCAR-8. Synergy scores: CSS=4.89, Synergy_ZIP=-9.08, Synergy_Bliss=-9.49, Synergy_Loewe=-9.86, Synergy_HSA=-9.68.